This data is from Forward reaction prediction with 1.9M reactions from USPTO patents (1976-2016). The task is: Predict the product of the given reaction. (1) Given the reactants [C:1]([OH:6])(=[O:5])[C:2]([CH3:4])=[CH2:3].[C:7]([O:12][CH2:13][CH2:14][CH2:15][CH3:16])(=[O:11])[C:8]([CH3:10])=[CH2:9].C(O)(C)C.CC(N=NC(C#N)(C)C)(C#N)C, predict the reaction product. The product is: [C:7]([O:12][CH2:13][CH2:14][CH2:15][CH3:16])(=[O:11])[C:8]([CH3:10])=[CH2:9].[C:1]([OH:6])(=[O:5])[C:2]([CH3:4])=[CH2:3]. (2) Given the reactants C([O:3][C:4](=[O:14])[CH2:5][O:6][C:7]1[CH:12]=[CH:11][CH:10]=[C:9]([I:13])[CH:8]=1)C.O[Li].O, predict the reaction product. The product is: [I:13][C:9]1[CH:8]=[C:7]([CH:12]=[CH:11][CH:10]=1)[O:6][CH2:5][C:4]([OH:14])=[O:3]. (3) Given the reactants [CH:1](I)([CH3:3])[CH3:2].CN1C(=O)CCC1.[C:12]([O:16][C:17]([NH:19][CH2:20][C:21](=[C:23]1[CH2:28][CH2:27][CH2:26][N:25]([C:29]2[C:38]([O:39][CH3:40])=[C:37]3[C:32]([C:33](=[O:47])[C:34]([C:44]([OH:46])=[O:45])=[CH:35][N:36]3[CH:41]3[CH2:43][CH2:42]3)=[CH:31][C:30]=2[F:48])[CH2:24]1)[F:22])=[O:18])([CH3:15])([CH3:14])[CH3:13].C([O-])([O-])=O.[Cs+].[Cs+], predict the reaction product. The product is: [CH:1]([O:46][C:44]([C:34]1[C:33](=[O:47])[C:32]2[C:37](=[C:38]([O:39][CH3:40])[C:29]([N:25]3[CH2:26][CH2:27][CH2:28][C:23](=[C:21]([F:22])[CH2:20][NH:19][C:17]([O:16][C:12]([CH3:15])([CH3:14])[CH3:13])=[O:18])[CH2:24]3)=[C:30]([F:48])[CH:31]=2)[N:36]([CH:41]2[CH2:42][CH2:43]2)[CH:35]=1)=[O:45])([CH3:3])[CH3:2]. (4) The product is: [ClH:12].[Br:1][C:2]1[CH:7]=[CH:6][CH:5]=[CH:4][C:3]=1[O:8][C:13]1[N:38]=[CH:37][CH:36]=[CH:35][C:14]=1[C:15]([NH:17][C@H:18]1[CH2:23][CH2:22][C@@H:21]([NH:24][C:25]2[CH:34]=[CH:33][C:32]3[C:27](=[CH:28][CH:29]=[CH:30][CH:31]=3)[N:26]=2)[CH2:20][CH2:19]1)=[O:16]. Given the reactants [Br:1][C:2]1[CH:7]=[CH:6][CH:5]=[CH:4][C:3]=1[OH:8].[H-].[Na+].Cl.[Cl:12][C:13]1[N:38]=[CH:37][CH:36]=[CH:35][C:14]=1[C:15]([NH:17][C@H:18]1[CH2:23][CH2:22][C@@H:21]([NH:24][C:25]2[CH:34]=[CH:33][C:32]3[C:27](=[CH:28][CH:29]=[CH:30][CH:31]=3)[N:26]=2)[CH2:20][CH2:19]1)=[O:16].Cl, predict the reaction product. (5) Given the reactants [CH3:1][C:2]([C:4]1[CH:9]=[CH:8][C:7]([Cl:10])=[C:6]([Cl:11])[CH:5]=1)=O.N1C=CC=CC=1.[NH2:18][OH:19].O, predict the reaction product. The product is: [Cl:11][C:6]1[CH:5]=[C:4]([C:2](=[N:18][OH:19])[CH3:1])[CH:9]=[CH:8][C:7]=1[Cl:10]. (6) The product is: [F:1][C:2]1[CH:3]=[CH:4][C:5]([CH:8]([NH:9][C:10](=[O:14])[CH:11]([CH3:12])[CH3:13])[C:38](=[O:39])[C:36]2[CH:35]=[CH:34][N:33]=[C:32]([NH:31][C:25]3[CH:30]=[CH:29][CH:28]=[CH:27][CH:26]=3)[N:37]=2)=[CH:6][CH:7]=1. Given the reactants [F:1][C:2]1[CH:7]=[CH:6][C:5]([CH:8](S(C2C=CC(C)=CC=2)(=O)=O)[NH:9][C:10](=[O:14])[CH:11]([CH3:13])[CH3:12])=[CH:4][CH:3]=1.[C:25]1([NH:31][C:32]2[N:37]=[C:36]([CH:38]=[O:39])[CH:35]=[CH:34][N:33]=2)[CH:30]=[CH:29][CH:28]=[CH:27][CH:26]=1, predict the reaction product. (7) The product is: [C:18]([C:15]1[CH:16]=[CH:17][C:12]([N:5]2[C:4](=[O:22])[C:3]3[C:7](=[CH:8][CH:9]=[CH:10][C:2]=3[NH:1][CH2:29][C:26]3[CH:27]=[CH:28][N:23]=[CH:24][CH:25]=3)[C:6]2=[O:11])=[CH:13][CH:14]=1)([CH3:19])([CH3:21])[CH3:20]. Given the reactants [NH2:1][C:2]1[CH:10]=[CH:9][CH:8]=[C:7]2[C:3]=1[C:4](=[O:22])[N:5]([C:12]1[CH:17]=[CH:16][C:15]([C:18]([CH3:21])([CH3:20])[CH3:19])=[CH:14][CH:13]=1)[C:6]2=[O:11].[N:23]1[CH:28]=[CH:27][C:26]([CH:29]=O)=[CH:25][CH:24]=1.[BH-](OC(C)=O)(OC(C)=O)OC(C)=O.[Na+], predict the reaction product. (8) Given the reactants [C:1](=[O:4])([OH:3])[O-:2].[Na+:5].[OH:6][CH2:7][C@@H:8]([C@H:10]([C@@H:12]([C@@H:14]([CH2:16][OH:17])[OH:15])[OH:13])[OH:11])[OH:9], predict the reaction product. The product is: [C:1](=[O:2])([OH:4])[O-:3].[Na+:5].[OH:17][CH2:16][C@@H:14]([C@H:12]([C@@H:10]([C@@H:8]([CH2:7][OH:6])[OH:9])[OH:11])[OH:13])[OH:15]. (9) Given the reactants [CH3:1][O:2][C:3]1[CH:4]=[C:5]([NH2:15])[CH:6]=[CH:7][C:8]=1[N:9]1[CH:13]=[C:12]([CH3:14])[N:11]=[CH:10]1.[CH2:16]([O:23][C:24](=[O:36])[CH2:25][N:26]([C:28]1[CH:33]=[C:32]([CH3:34])[N:31]=[C:30](Cl)[N:29]=1)[CH3:27])[C:17]1[CH:22]=[CH:21][CH:20]=[CH:19][CH:18]=1.C(=O)([O-])[O-].[K+].[K+], predict the reaction product. The product is: [CH2:16]([O:23][C:24](=[O:36])[CH2:25][N:26]([C:28]1[CH:33]=[C:32]([CH3:34])[N:31]=[C:30]([NH:15][C:5]2[CH:6]=[CH:7][C:8]([N:9]3[CH:13]=[C:12]([CH3:14])[N:11]=[CH:10]3)=[C:3]([O:2][CH3:1])[CH:4]=2)[N:29]=1)[CH3:27])[C:17]1[CH:22]=[CH:21][CH:20]=[CH:19][CH:18]=1. (10) Given the reactants [C:1]([O:5][C:6](=[O:36])[NH:7][C:8]1([C:12]2[CH:17]=[CH:16][C:15]([C:18]3[C:27](=[O:28])[C:26]4[C:21](=[CH:22][CH:23]=[C:24](F)[CH:25]=4)[O:20][C:19]=3[C:30]3[CH:35]=[CH:34][CH:33]=[CH:32][CH:31]=3)=[CH:14][CH:13]=2)[CH2:11][CH2:10][CH2:9]1)([CH3:4])([CH3:3])[CH3:2].IC1C(=O)C2C(=CC=C([O:49][C:50]([F:53])([F:52])[F:51])C=2)OC=1C1C=CC=CC=1, predict the reaction product. The product is: [C:1]([O:5][C:6](=[O:36])[NH:7][C:8]1([C:12]2[CH:13]=[CH:14][C:15]([C:18]3[C:27](=[O:28])[C:26]4[C:21](=[CH:22][CH:23]=[C:24]([O:49][C:50]([F:53])([F:52])[F:51])[CH:25]=4)[O:20][C:19]=3[C:30]3[CH:31]=[CH:32][CH:33]=[CH:34][CH:35]=3)=[CH:16][CH:17]=2)[CH2:9][CH2:10][CH2:11]1)([CH3:4])([CH3:3])[CH3:2].